Dataset: NCI-60 drug combinations with 297,098 pairs across 59 cell lines. Task: Regression. Given two drug SMILES strings and cell line genomic features, predict the synergy score measuring deviation from expected non-interaction effect. (1) Drug 1: CC1=C(C=C(C=C1)C(=O)NC2=CC(=CC(=C2)C(F)(F)F)N3C=C(N=C3)C)NC4=NC=CC(=N4)C5=CN=CC=C5. Drug 2: C1=NNC2=C1C(=O)NC=N2. Cell line: RXF 393. Synergy scores: CSS=-2.82, Synergy_ZIP=0.520, Synergy_Bliss=-1.50, Synergy_Loewe=-2.88, Synergy_HSA=-3.34. (2) Drug 1: C1CN1P(=S)(N2CC2)N3CC3. Drug 2: CC1=C(C=C(C=C1)C(=O)NC2=CC(=CC(=C2)C(F)(F)F)N3C=C(N=C3)C)NC4=NC=CC(=N4)C5=CN=CC=C5. Cell line: SNB-19. Synergy scores: CSS=9.81, Synergy_ZIP=-2.87, Synergy_Bliss=-1.27, Synergy_Loewe=-4.41, Synergy_HSA=-3.14. (3) Drug 1: C1=NC2=C(N1)C(=S)N=C(N2)N. Drug 2: CC1=C(C=C(C=C1)C(=O)NC2=CC(=CC(=C2)C(F)(F)F)N3C=C(N=C3)C)NC4=NC=CC(=N4)C5=CN=CC=C5. Cell line: NCI-H322M. Synergy scores: CSS=38.0, Synergy_ZIP=8.16, Synergy_Bliss=7.57, Synergy_Loewe=1.66, Synergy_HSA=3.01. (4) Drug 1: CNC(=O)C1=CC=CC=C1SC2=CC3=C(C=C2)C(=NN3)C=CC4=CC=CC=N4. Drug 2: CCCCCOC(=O)NC1=NC(=O)N(C=C1F)C2C(C(C(O2)C)O)O. Cell line: SR. Synergy scores: CSS=62.5, Synergy_ZIP=0.521, Synergy_Bliss=2.65, Synergy_Loewe=-33.9, Synergy_HSA=2.33. (5) Drug 1: CCN(CC)CCNC(=O)C1=C(NC(=C1C)C=C2C3=C(C=CC(=C3)F)NC2=O)C. Drug 2: C1CNP(=O)(OC1)N(CCCl)CCCl. Cell line: SW-620. Synergy scores: CSS=-3.84, Synergy_ZIP=2.25, Synergy_Bliss=0.947, Synergy_Loewe=-1.55, Synergy_HSA=-2.71. (6) Drug 2: CC1CCCC2(C(O2)CC(NC(=O)CC(C(C(=O)C(C1O)C)(C)C)O)C(=CC3=CSC(=N3)C)C)C. Drug 1: CC1=C2C(C(=O)C3(C(CC4C(C3C(C(C2(C)C)(CC1OC(=O)C(C(C5=CC=CC=C5)NC(=O)C6=CC=CC=C6)O)O)OC(=O)C7=CC=CC=C7)(CO4)OC(=O)C)O)C)OC(=O)C. Synergy scores: CSS=67.9, Synergy_ZIP=-1.57, Synergy_Bliss=-2.63, Synergy_Loewe=-4.07, Synergy_HSA=-1.74. Cell line: CCRF-CEM. (7) Drug 1: CC1=C2C(C(=O)C3(C(CC4C(C3C(C(C2(C)C)(CC1OC(=O)C(C(C5=CC=CC=C5)NC(=O)OC(C)(C)C)O)O)OC(=O)C6=CC=CC=C6)(CO4)OC(=O)C)OC)C)OC. Drug 2: CC1=C(C=C(C=C1)NC(=O)C2=CC=C(C=C2)CN3CCN(CC3)C)NC4=NC=CC(=N4)C5=CN=CC=C5. Cell line: NCI-H322M. Synergy scores: CSS=47.7, Synergy_ZIP=0.976, Synergy_Bliss=4.73, Synergy_Loewe=-26.1, Synergy_HSA=6.05. (8) Drug 1: C1=CC(=CC=C1C#N)C(C2=CC=C(C=C2)C#N)N3C=NC=N3. Synergy scores: CSS=-7.77, Synergy_ZIP=-2.00, Synergy_Bliss=-7.33, Synergy_Loewe=-3.15, Synergy_HSA=-6.75. Drug 2: C1CN(P(=O)(OC1)NCCCl)CCCl. Cell line: SF-295. (9) Drug 1: C1=C(C(=O)NC(=O)N1)F. Drug 2: CCN(CC)CCNC(=O)C1=C(NC(=C1C)C=C2C3=C(C=CC(=C3)F)NC2=O)C. Cell line: NCI-H322M. Synergy scores: CSS=36.4, Synergy_ZIP=11.8, Synergy_Bliss=7.10, Synergy_Loewe=5.24, Synergy_HSA=5.60. (10) Drug 1: CC1=C2C(C(=O)C3(C(CC4C(C3C(C(C2(C)C)(CC1OC(=O)C(C(C5=CC=CC=C5)NC(=O)OC(C)(C)C)O)O)OC(=O)C6=CC=CC=C6)(CO4)OC(=O)C)OC)C)OC. Drug 2: CCC1=C2CN3C(=CC4=C(C3=O)COC(=O)C4(CC)O)C2=NC5=C1C=C(C=C5)O. Cell line: NCI-H322M. Synergy scores: CSS=36.1, Synergy_ZIP=3.30, Synergy_Bliss=1.94, Synergy_Loewe=-1.27, Synergy_HSA=4.23.